From a dataset of Catalyst prediction with 721,799 reactions and 888 catalyst types from USPTO. Predict which catalyst facilitates the given reaction. (1) Reactant: [CH3:1][O:2][CH2:3][CH2:4][O:5][CH2:6][CH2:7][CH2:8][C@:9]12[CH2:17][CH2:16][C:15]3[C:18]4[CH:19]=[CH:20][C:21]([O:26][CH3:27])=[CH:22][C:23]=4[CH2:24][CH2:25][C:14]=3[C@@H:13]1[CH2:12][CH2:11][C:10]2=[O:28].[BH4-].[Na+]. Product: [CH3:1][O:2][CH2:3][CH2:4][O:5][CH2:6][CH2:7][CH2:8][C@:9]12[CH2:17][CH2:16][C:15]3[C:18]4[CH:19]=[CH:20][C:21]([O:26][CH3:27])=[CH:22][C:23]=4[CH2:24][CH2:25][C:14]=3[C@@H:13]1[CH2:12][CH2:11][CH:10]2[OH:28]. The catalyst class is: 5. (2) Reactant: [H-].[Na+].[CH3:3][C:4]([OH:9])([CH:6]([OH:8])[CH3:7])[CH3:5].[Cl:10][C:11]1[CH:16]=[C:15](Cl)[N:14]=[CH:13][N:12]=1.[Cl-].[NH4+]. Product: [Cl:10][C:11]1[CH:16]=[C:15]([O:8][CH:6]([CH3:7])[C:4]([OH:9])([CH3:5])[CH3:3])[N:14]=[CH:13][N:12]=1. The catalyst class is: 7. (3) The catalyst class is: 28. Reactant: [CH:1]1[C:13]2[CH2:12][C:11]3[C:6](=[CH:7][CH:8]=[CH:9][CH:10]=3)[C:5]=2[CH:4]=[CH:3][CH:2]=1.[Li]CCCC.Br[CH2:20][C:21]1[CH:29]=[CH:28][CH:27]=[C:26]2[C:22]=1[CH2:23][CH:24]([CH3:32])[CH:25]2[O:30][CH3:31].O. Product: [CH3:31][O:30][CH:25]1[C:26]2[C:22](=[C:21]([CH2:20][CH:12]3[C:11]4[CH:10]=[CH:9][CH:8]=[CH:7][C:6]=4[C:5]4[C:13]3=[CH:1][CH:2]=[CH:3][CH:4]=4)[CH:29]=[CH:28][CH:27]=2)[CH2:23][CH:24]1[CH3:32].